From a dataset of Peptide-MHC class I binding affinity with 185,985 pairs from IEDB/IMGT. Regression. Given a peptide amino acid sequence and an MHC pseudo amino acid sequence, predict their binding affinity value. This is MHC class I binding data. (1) The MHC is HLA-B15:17 with pseudo-sequence HLA-B15:17. The binding affinity (normalized) is 0.0847. The peptide sequence is TEWPQLKVA. (2) The peptide sequence is RLPGPSDT. The MHC is HLA-A02:06 with pseudo-sequence HLA-A02:06. The binding affinity (normalized) is 0. (3) The peptide sequence is DLKPQNILL. The MHC is HLA-A02:01 with pseudo-sequence HLA-A02:01. The binding affinity (normalized) is 0.297. (4) The peptide sequence is TPSGTWLTY. The MHC is HLA-B27:05 with pseudo-sequence HLA-B27:05. The binding affinity (normalized) is 0.0847.